From a dataset of Full USPTO retrosynthesis dataset with 1.9M reactions from patents (1976-2016). Predict the reactants needed to synthesize the given product. (1) The reactants are: [NH2:1][C:2]1[CH:7]=[CH:6][C:5]([CH2:8][OH:9])=[C:4]([F:10])[CH:3]=1.N1C=CC=CC=1.Cl[C:18]([O:20][C:21]1[CH:26]=[CH:25][CH:24]=[CH:23][CH:22]=1)=[O:19]. Given the product [F:10][C:4]1[CH:3]=[C:2]([NH:1][C:18](=[O:19])[O:20][C:21]2[CH:26]=[CH:25][CH:24]=[CH:23][CH:22]=2)[CH:7]=[CH:6][C:5]=1[CH2:8][OH:9], predict the reactants needed to synthesize it. (2) Given the product [Cl:1][C:2]1[CH:27]=[CH:26][CH:25]=[C:24]([C:28]([F:31])([F:30])[F:29])[C:3]=1[CH2:4][N:5]1[C:13]2[C:8](=[C:9]([F:22])[CH:10]=[C:11]([C:14]([N:16]3[CH2:19][CH:18]([O:20][CH3:21])[CH2:17]3)=[O:15])[CH:12]=2)[C:7]([C:40]2[C:39]([F:38])=[CH:48][C:43]([C:44]([O:46][CH3:47])=[O:45])=[C:42]([O:49][CH3:50])[CH:41]=2)=[N:6]1, predict the reactants needed to synthesize it. The reactants are: [Cl:1][C:2]1[CH:27]=[CH:26][CH:25]=[C:24]([C:28]([F:31])([F:30])[F:29])[C:3]=1[CH2:4][N:5]1[C:13]2[C:8](=[C:9]([F:22])[CH:10]=[C:11]([C:14]([N:16]3[CH2:19][CH:18]([O:20][CH3:21])[CH2:17]3)=[O:15])[CH:12]=2)[C:7](I)=[N:6]1.C([O-])([O-])=O.[Na+].[Na+].[F:38][C:39]1[C:40](B2OC(C)(C)C(C)(C)O2)=[CH:41][C:42]([O:49][CH3:50])=[C:43]([CH:48]=1)[C:44]([O:46][CH3:47])=[O:45].